From a dataset of Full USPTO retrosynthesis dataset with 1.9M reactions from patents (1976-2016). Predict the reactants needed to synthesize the given product. Given the product [Si:17]([O:16][CH2:15][CH2:14][CH2:13][O:1][C:2]1[CH:9]=[CH:8][C:5]([CH:6]=[O:7])=[C:4]([O:10][CH3:11])[CH:3]=1)([C:20]([CH3:21])([CH3:22])[CH3:23])([CH3:19])[CH3:18], predict the reactants needed to synthesize it. The reactants are: [OH:1][C:2]1[CH:9]=[CH:8][C:5]([CH:6]=[O:7])=[C:4]([O:10][CH3:11])[CH:3]=1.Br[CH2:13][CH2:14][CH2:15][O:16][Si:17]([C:20]([CH3:23])([CH3:22])[CH3:21])([CH3:19])[CH3:18].C(OC([O-])=O)([O-])=O.[K+].[K+].